This data is from Reaction yield outcomes from USPTO patents with 853,638 reactions. The task is: Predict the reaction yield, written as a fraction of the theoretical maximum amount of product (1.0 means a 100% yield; for example, 0.34 means a 34% yield). (1) The reactants are [Br:1][C:2]1[CH:3]=[N:4][C:5](Cl)=[N:6][CH:7]=1.[C-]#N.[Na+].C1N2CC[N:14](CC2)[CH2:13]1.ClCCl. The catalyst is CS(C)=O.O. The product is [Br:1][C:2]1[CH:3]=[N:4][C:5]([C:13]#[N:14])=[N:6][CH:7]=1. The yield is 0.990. (2) The reactants are [H-].[Na+].C(OP([CH2:11][C:12]([O:14][CH2:15][CH3:16])=[O:13])(OCC)=O)C.[CH2:17]([O:24][C:25]1[CH:32]=[CH:31][C:28]([CH:29]=O)=[C:27]([O:33][CH2:34][O:35][CH3:36])[CH:26]=1)[C:18]1[CH:23]=[CH:22][CH:21]=[CH:20][CH:19]=1.O. The catalyst is O1CCCC1. The product is [CH2:17]([O:24][C:25]1[CH:32]=[CH:31][C:28]([CH:29]=[CH:11][C:12]([O:14][CH2:15][CH3:16])=[O:13])=[C:27]([O:33][CH2:34][O:35][CH3:36])[CH:26]=1)[C:18]1[CH:19]=[CH:20][CH:21]=[CH:22][CH:23]=1. The yield is 0.990. (3) The reactants are [C:1]([CH:3]([CH2:7][C:8]1[CH:9]=[N:10][C:11]([O:14][CH2:15][CH2:16][O:17][C:18]2[C:23]([Cl:24])=[CH:22][C:21]([CH3:25])=[CH:20][C:19]=2[Cl:26])=[CH:12][CH:13]=1)[C:4]([OH:6])=O)#[N:2].C1C=CC2N(O)N=NC=2C=1.CCN(C(C)C)C(C)C.CCN=C=NCCCN(C)C.Cl.[Cl:58][C:59]1[C:60]([CH2:70][NH:71][CH:72]2[CH2:74][CH2:73]2)=[CH:61][C:62]([CH2:65][CH2:66][CH2:67][O:68][CH3:69])=[N:63][CH:64]=1. The catalyst is CN(C1C=CN=CC=1)C.C(Cl)Cl.C(Cl)(Cl)Cl. The product is [Cl:58][C:59]1[C:60]([CH2:70][N:71]([CH:72]2[CH2:74][CH2:73]2)[C:4](=[O:6])[CH:3]([C:1]#[N:2])[CH2:7][C:8]2[CH:9]=[N:10][C:11]([O:14][CH2:15][CH2:16][O:17][C:18]3[C:23]([Cl:24])=[CH:22][C:21]([CH3:25])=[CH:20][C:19]=3[Cl:26])=[CH:12][CH:13]=2)=[CH:61][C:62]([CH2:65][CH2:66][CH2:67][O:68][CH3:69])=[N:63][CH:64]=1. The yield is 0.530. (4) The reactants are [CH2:1]([O:3][C:4](=[O:35])[C:5]([N:7]([CH2:19][C:20]1[CH:25]=[CH:24][C:23]([C:26]2[CH:31]=[CH:30][C:29]([C:32](O)=[O:33])=[CH:28][CH:27]=2)=[CH:22][CH:21]=1)[CH2:8][C:9]1[CH:14]=[CH:13][C:12]([C:15]([F:18])([F:17])[F:16])=[CH:11][CH:10]=1)=[O:6])[CH3:2].C1C=CC2N(O)N=NC=2C=1.[CH2:46]([NH2:54])[CH2:47][CH2:48][CH2:49][CH2:50][CH2:51][CH2:52][CH3:53].Cl. The catalyst is C(Cl)Cl.C(Cl)CCl. The product is [CH2:1]([O:3][C:4](=[O:35])[C:5]([N:7]([CH2:19][C:20]1[CH:21]=[CH:22][C:23]([C:26]2[CH:31]=[CH:30][C:29]([C:32]([NH:54][CH2:46][CH2:47][CH2:48][CH2:49][CH2:50][CH2:51][CH2:52][CH3:53])=[O:33])=[CH:28][CH:27]=2)=[CH:24][CH:25]=1)[CH2:8][C:9]1[CH:14]=[CH:13][C:12]([C:15]([F:17])([F:16])[F:18])=[CH:11][CH:10]=1)=[O:6])[CH3:2]. The yield is 0.330. (5) The reactants are Br[C:2]1[O:3][C:4]2[C:24]([O:25]C(=O)C)=[C:23]([O:29][CH3:30])[CH:22]=[CH:21][C:5]=2[C:6]=1[C:7](=[O:20])[C:8]1[CH:13]=[C:12]([O:14][CH3:15])[C:11]([O:16][CH3:17])=[C:10]([O:18][CH3:19])[CH:9]=1.[CH2:31]([NH2:38])[C:32]1[CH:37]=[CH:36][CH:35]=[CH:34][CH:33]=1. The catalyst is N1C=CC=CC=1. The product is [CH2:31]([NH:38][C:2]1[O:3][C:4]2[C:24]([OH:25])=[C:23]([O:29][CH3:30])[CH:22]=[CH:21][C:5]=2[C:6]=1[C:7]([C:8]1[CH:9]=[C:10]([O:18][CH3:19])[C:11]([O:16][CH3:17])=[C:12]([O:14][CH3:15])[CH:13]=1)=[O:20])[C:32]1[CH:37]=[CH:36][CH:35]=[CH:34][CH:33]=1. The yield is 0.830. (6) The reactants are Br[CH2:2][C:3]1[CH:12]=[CH:11][C:6]([C:7]([O:9][CH3:10])=[O:8])=[CH:5][C:4]=1[F:13].[C-:14]#[N:15].[Na+]. The catalyst is CO.O. The product is [C:14]([CH2:2][C:3]1[CH:12]=[CH:11][C:6]([C:7]([O:9][CH3:10])=[O:8])=[CH:5][C:4]=1[F:13])#[N:15]. The yield is 0.638. (7) The product is [CH3:24][O:23][C:4]1[CH:3]=[C:2]([CH3:1])[C:7](/[CH:8]=[CH:9]/[C:10](/[CH3:20])=[CH:11]/[CH:12]=[CH:13]/[C:14](/[CH3:19])=[CH:15]/[C:16]([NH:25][C:26]2[CH:31]=[CH:30][N:29]=[CH:28][CH:27]=2)=[O:18])=[C:6]([CH3:21])[C:5]=1[CH3:22]. The yield is 0.610. No catalyst specified. The reactants are [CH3:1][C:2]1[C:7](/[CH:8]=[CH:9]/[C:10](/[CH3:20])=[CH:11]/[CH:12]=[CH:13]/[C:14](/[CH3:19])=[CH:15]/[C:16]([OH:18])=O)=[C:6]([CH3:21])[C:5]([CH3:22])=[C:4]([O:23][CH3:24])[CH:3]=1.[NH2:25][C:26]1[CH:31]=[CH:30][N:29]=[CH:28][CH:27]=1.C1CCC(N=C=NC2CCCCC2)CC1.